From a dataset of Forward reaction prediction with 1.9M reactions from USPTO patents (1976-2016). Predict the product of the given reaction. (1) Given the reactants C([O:3][C:4](=O)[CH2:5][S:6][C:7]1[CH:12]=[CH:11][C:10]([CH2:13][C:14]([O:16][CH3:17])=[O:15])=[CH:9][C:8]=1[N+:18]([O-])=O)C.C(O)(=O)C, predict the reaction product. The product is: [O:3]=[C:4]1[CH2:5][S:6][C:7]2[CH:12]=[CH:11][C:10]([CH2:13][C:14]([O:16][CH3:17])=[O:15])=[CH:9][C:8]=2[NH:18]1. (2) Given the reactants Cl[C:2]1[CH:3]=[C:4]([C:8]#[C:9][C:10]2[CH2:14][C:13]3([CH2:19][CH2:18][C:17](=[O:20])[CH2:16][CH2:15]3)[O:12][N:11]=2)[CH:5]=[CH:6][CH:7]=1.C1(C#CC2CC3(CCC4(OCCO4)CC3)ON=2)C=CC=CC=1, predict the reaction product. The product is: [C:4]1([C:8]#[C:9][C:10]2[CH2:14][C:13]3([CH2:19][CH2:18][C:17](=[O:20])[CH2:16][CH2:15]3)[O:12][N:11]=2)[CH:5]=[CH:6][CH:7]=[CH:2][CH:3]=1. (3) Given the reactants C(=O)([O-])[O-].[K+].[K+].[CH2:7]([N:9]=[C:10]=[S:11])[CH3:8].[Cl:12][C:13]1[CH:18]=[C:17]([C:19]([F:22])([F:21])[F:20])[CH:16]=[C:15]([F:23])[C:14]=1[O:24][C:25]1[CH:29]=[C:28]([CH3:30])[NH:27][N:26]=1.Cl, predict the reaction product. The product is: [CH2:7]([NH:9][C:10]([N:27]1[C:28]([CH3:30])=[CH:29][C:25]([O:24][C:14]2[C:15]([F:23])=[CH:16][C:17]([C:19]([F:22])([F:20])[F:21])=[CH:18][C:13]=2[Cl:12])=[N:26]1)=[S:11])[CH3:8]. (4) Given the reactants I([O-])(=O)(=O)=[O:2].[Na+].[CH3:7][C:8]([CH3:41])([CH2:39][CH3:40])[CH2:9][C:10]1[N:11]=[C:12]([C:21]([OH:38])([CH3:37])[CH2:22][C:23]2[CH:28]=[CH:27][C:26]([C:29]3[CH:34]=[CH:33][CH:32]=[CH:31][C:30]=3[S:35][CH3:36])=[CH:25][CH:24]=2)[N:13]([S:15]([N:18]([CH3:20])[CH3:19])(=[O:17])=[O:16])[CH:14]=1, predict the reaction product. The product is: [CH3:7][C:8]([CH3:41])([CH2:39][CH3:40])[CH2:9][C:10]1[N:11]=[C:12]([C:21]([OH:38])([CH3:37])[CH2:22][C:23]2[CH:24]=[CH:25][C:26]([C:29]3[CH:34]=[CH:33][CH:32]=[CH:31][C:30]=3[S:35]([CH3:36])=[O:2])=[CH:27][CH:28]=2)[N:13]([S:15]([N:18]([CH3:19])[CH3:20])(=[O:16])=[O:17])[CH:14]=1.